Dataset: Forward reaction prediction with 1.9M reactions from USPTO patents (1976-2016). Task: Predict the product of the given reaction. (1) Given the reactants Br[C:2]1[CH:7]=[CH:6][C:5]2[C:8]3[CH2:14][CH2:13][CH2:12][N:11]([C:15]([O:17][C:18]([CH3:21])([CH3:20])[CH3:19])=[O:16])[CH2:10][C:9]=3[S:22][C:4]=2[CH:3]=1.[Cl:23][C:24]1[CH:25]=[CH:26][C:27]([CH2:30][O:31][C:32]2[CH:37]=[CH:36][NH:35][C:34](=[O:38])[CH:33]=2)=[N:28][CH:29]=1, predict the reaction product. The product is: [Cl:23][C:24]1[CH:25]=[CH:26][C:27]([CH2:30][O:31][C:32]2[CH:37]=[CH:36][N:35]([C:2]3[CH:7]=[CH:6][C:5]4[C:8]5[CH2:14][CH2:13][CH2:12][N:11]([C:15]([O:17][C:18]([CH3:21])([CH3:20])[CH3:19])=[O:16])[CH2:10][C:9]=5[S:22][C:4]=4[CH:3]=3)[C:34](=[O:38])[CH:33]=2)=[N:28][CH:29]=1. (2) Given the reactants [Cl:1][C:2]1[CH:3]=[C:4]2[C:8](=[CH:9][CH:10]=1)[NH:7][CH:6]=[C:5]2[CH2:11][N:12]1[C:20]([C:21]2[N:25]([CH3:26])[CH:24]=[C:23]([C:27]([OH:29])=O)[CH:22]=2)=[C:19]2[C:14]([N:15]([CH2:33][CH:34]([CH3:36])[CH3:35])[C:16](=[O:32])[N:17]([CH3:31])[C:18]2=[O:30])=[N:13]1.[CH2:37]([NH2:40])[CH2:38][NH2:39].C(P(=O)(OCC)OCC)#N, predict the reaction product. The product is: [NH2:39][CH2:38][CH2:37][NH:40][C:27]([C:23]1[CH:22]=[C:21]([C:20]2[N:12]([CH2:11][C:5]3[C:4]4[C:8](=[CH:9][CH:10]=[C:2]([Cl:1])[CH:3]=4)[NH:7][CH:6]=3)[N:13]=[C:14]3[C:19]=2[C:18](=[O:30])[N:17]([CH3:31])[C:16](=[O:32])[N:15]3[CH2:33][CH:34]([CH3:35])[CH3:36])[N:25]([CH3:26])[CH:24]=1)=[O:29]. (3) Given the reactants Br[CH2:2][C:3](=O)[CH2:4][C@@H:5]1[CH2:10][CH2:9][CH2:8][CH2:7][N:6]1[C:11]([O:13][C:14]([CH3:17])([CH3:16])[CH3:15])=[O:12].[N:19]1[CH:24]=[CH:23][CH:22]=[CH:21][C:20]=1[NH2:25], predict the reaction product. The product is: [N:25]1[C:3]([CH2:4][C@@H:5]2[CH2:10][CH2:9][CH2:8][CH2:7][N:6]2[C:11]([O:13][C:14]([CH3:17])([CH3:16])[CH3:15])=[O:12])=[CH:2][N:19]2[CH:24]=[CH:23][CH:22]=[CH:21][C:20]=12.